This data is from Catalyst prediction with 721,799 reactions and 888 catalyst types from USPTO. The task is: Predict which catalyst facilitates the given reaction. (1) Reactant: [NH2:1][C:2]1[CH:23]=[CH:22][C:5]([O:6][CH2:7][CH2:8][C:9]2[N:10]=[C:11]([NH:14][C:15](=[O:21])[O:16][C:17]([CH3:20])([CH3:19])[CH3:18])[S:12][CH:13]=2)=[CH:4][CH:3]=1.[F:24][C:25]([F:42])([F:41])[C:26]1[CH:31]=[CH:30][C:29]([C:32]2[CH2:37][CH2:36][CH2:35][CH2:34][C:33]=2[C:38](O)=[O:39])=[CH:28][CH:27]=1.O.ON1C2C=CC=CC=2N=N1.Cl.CN(C)CCCN=C=NCC. Product: [F:24][C:25]([F:41])([F:42])[C:26]1[CH:27]=[CH:28][C:29]([C:32]2[CH2:37][CH2:36][CH2:35][CH2:34][C:33]=2[C:38]([NH:1][C:2]2[CH:23]=[CH:22][C:5]([O:6][CH2:7][CH2:8][C:9]3[N:10]=[C:11]([NH:14][C:15](=[O:21])[O:16][C:17]([CH3:20])([CH3:18])[CH3:19])[S:12][CH:13]=3)=[CH:4][CH:3]=2)=[O:39])=[CH:30][CH:31]=1. The catalyst class is: 289. (2) The catalyst class is: 8. Product: [CH3:1][O:2][CH2:3][C:4]([C:9]1[CH:10]=[CH:11][C:12]([N:15]2[CH:19]=[CH:18][CH:17]=[N:16]2)=[CH:13][CH:14]=1)=[O:5]. Reactant: [CH3:1][O:2][CH2:3][C:4]1([C:9]2[CH:14]=[CH:13][C:12]([N:15]3[CH:19]=[CH:18][CH:17]=[N:16]3)=[CH:11][CH:10]=2)OCC[O:5]1.Cl.C(O)C. (3) The catalyst class is: 47. Reactant: FC(F)(F)C(OI(C1C=CC=CC=1)OC(=O)C(F)(F)F)=[O:4].[CH3:22][C:23]([CH3:58])([CH2:56][CH3:57])[CH2:24][C:25]1[N:26]=[C:27]([CH:36]([OH:55])[C:37]2([C:43]3[CH:48]=[CH:47][C:46]([C:49]4[CH:54]=[CH:53][CH:52]=[CH:51][N:50]=4)=[CH:45][CH:44]=3)SCCCS2)[N:28]([S:30]([N:33]([CH3:35])[CH3:34])(=[O:32])=[O:31])[CH:29]=1. Product: [CH3:22][C:23]([CH3:58])([CH2:56][CH3:57])[CH2:24][C:25]1[N:26]=[C:27]([CH:36]([OH:55])[C:37](=[O:4])[C:43]2[CH:48]=[CH:47][C:46]([C:49]3[CH:54]=[CH:53][CH:52]=[CH:51][N:50]=3)=[CH:45][CH:44]=2)[N:28]([S:30]([N:33]([CH3:35])[CH3:34])(=[O:32])=[O:31])[CH:29]=1. (4) Reactant: [CH3:1][N:2]1[CH:15]([CH3:16])[CH2:14][C:5]2[NH:6][C:7]3[CH:8]=[CH:9][C:10]([CH3:13])=[CH:11][C:12]=3[C:4]=2[CH2:3]1.P([O-])([O-])([O-])=O.[K+].[K+].[K+].N1CCC[C@H]1C(O)=O.Br[CH:34]=[C:35]([C:37]1[CH:42]=[CH:41][N:40]=[CH:39][CH:38]=1)[CH3:36]. Product: [CH3:1][N:2]1[CH:15]([CH3:16])[CH2:14][C:5]2[N:6]([CH:34]=[C:35]([C:37]3[CH:42]=[CH:41][N:40]=[CH:39][CH:38]=3)[CH3:36])[C:7]3[CH:8]=[CH:9][C:10]([CH3:13])=[CH:11][C:12]=3[C:4]=2[CH2:3]1. The catalyst class is: 122. (5) Reactant: [H-].[Na+].[NH2:3][C:4]1[N:5]=[N:6][CH:7]=[CH:8][CH:9]=1.[N+](C1C=CC([O:19][C:20]([N:22]2[CH2:25][CH:24]([O:26][C:27]3[CH:32]=[CH:31][C:30]([Br:33])=[CH:29][N:28]=3)[CH2:23]2)=O)=CC=1)([O-])=O.C(=O)(O)[O-].[Na+]. Product: [N:6]1[CH:7]=[CH:8][CH:9]=[C:4]([NH:3][C:20]([N:22]2[CH2:23][CH:24]([O:26][C:27]3[CH:32]=[CH:31][C:30]([Br:33])=[CH:29][N:28]=3)[CH2:25]2)=[O:19])[N:5]=1. The catalyst class is: 3. (6) Reactant: [OH-].[Na+].[OH:3][C@@H:4]1[CH2:8][CH2:7][N:6]([C:9]2[C:18]([C:19]3[N:23]([CH:24]4[CH2:29][CH2:28][CH2:27][CH2:26][O:25]4)[N:22]=[CH:21][CH:20]=3)=[CH:17][C:12]([C:13]([O:15]C)=[O:14])=[CH:11][N:10]=2)[CH2:5]1. Product: [OH:3][C@@H:4]1[CH2:8][CH2:7][N:6]([C:9]2[C:18]([C:19]3[N:23]([CH:24]4[CH2:29][CH2:28][CH2:27][CH2:26][O:25]4)[N:22]=[CH:21][CH:20]=3)=[CH:17][C:12]([C:13]([OH:15])=[O:14])=[CH:11][N:10]=2)[CH2:5]1. The catalyst class is: 5. (7) Reactant: [BH4-].[Na+].[C:3]([C:6]1[S:7][CH:8]=[C:9]([C:11]([NH:13][C@@H:14]([CH3:31])[CH2:15][N:16]2[CH:20]=[CH:19][C:18]([C:21]3[CH:26]=[CH:25][C:24]([C:27]#[N:28])=[C:23]([Cl:29])[C:22]=3[CH3:30])=[N:17]2)=[O:12])[N:10]=1)(=[O:5])[CH3:4]. Product: [Cl:29][C:23]1[C:22]([CH3:30])=[C:21]([C:18]2[CH:19]=[CH:20][N:16]([CH2:15][C@@H:14]([NH:13][C:11]([C:9]3[N:10]=[C:6]([CH:3]([OH:5])[CH3:4])[S:7][CH:8]=3)=[O:12])[CH3:31])[N:17]=2)[CH:26]=[CH:25][C:24]=1[C:27]#[N:28]. The catalyst class is: 97.